Dataset: Peptide-MHC class I binding affinity with 185,985 pairs from IEDB/IMGT. Task: Regression. Given a peptide amino acid sequence and an MHC pseudo amino acid sequence, predict their binding affinity value. This is MHC class I binding data. (1) The peptide sequence is AAVDLSHFL. The MHC is HLA-A02:03 with pseudo-sequence HLA-A02:03. The binding affinity (normalized) is 0.282. (2) The peptide sequence is FIVEHINAM. The MHC is HLA-A69:01 with pseudo-sequence HLA-A69:01. The binding affinity (normalized) is 0.397. (3) The peptide sequence is RSWPWQIEYIH. The MHC is Mamu-A01 with pseudo-sequence Mamu-A01. The binding affinity (normalized) is 0.360. (4) The peptide sequence is ASLPTTIAK. The MHC is HLA-A02:06 with pseudo-sequence HLA-A02:06. The binding affinity (normalized) is 0. (5) The peptide sequence is GTYDYWAGY. The MHC is HLA-A01:01 with pseudo-sequence HLA-A01:01. The binding affinity (normalized) is 0.346. (6) The peptide sequence is RPEFVKLTM. The MHC is HLA-A02:01 with pseudo-sequence HLA-A02:01. The binding affinity (normalized) is 0.213.